From a dataset of Reaction yield outcomes from USPTO patents with 853,638 reactions. Predict the reaction yield, written as a fraction of the theoretical maximum amount of product (1.0 means a 100% yield; for example, 0.34 means a 34% yield). (1) The product is [F:31][C:32]1[CH:33]=[C:34]([S:39]([N:11]2[C:7]([C:2]3[CH:3]=[CH:4][CH:5]=[CH:6][N:1]=3)=[CH:8][C:9]([CH:12]=[O:13])=[CH:10]2)(=[O:40])=[O:41])[CH:35]=[CH:36][C:37]=1[F:38]. The reactants are [N:1]1[CH:6]=[CH:5][CH:4]=[CH:3][C:2]=1[C:7]1[NH:11][CH:10]=[C:9]([CH:12]=[O:13])[CH:8]=1.[H-].[Na+].C1OCCOCCOCCOCCOC1.[F:31][C:32]1[CH:33]=[C:34]([S:39](Cl)(=[O:41])=[O:40])[CH:35]=[CH:36][C:37]=1[F:38]. The catalyst is O1CCCC1.[Cl-].[Na+].O. The yield is 0.700. (2) The reactants are Br[C:2]1[CH:3]=[N:4][C:5]2[NH:14][C:13](=[O:15])[C@@H:12]3[N:8]([CH2:9][CH2:10][CH2:11]3)[CH2:7][C:6]=2[CH:16]=1.[C:17]([O:21][C:22]([CH3:25])([CH3:24])[CH3:23])(=[O:20])[CH:18]=[CH2:19].C(N(C(C)C)C(C)C)C.CC1C=CC=CC=1P(C1C=CC=CC=1C)C1C=CC=CC=1C. The catalyst is C(#N)CC.CN(C=O)C.C(Cl)Cl.CC([O-])=O.CC([O-])=O.[Pd+2]. The product is [C:22]([O:21][C:17](=[O:20])/[CH:18]=[CH:19]/[C:2]1[CH:3]=[N:4][C:5]2[NH:14][C:13](=[O:15])[C@@H:12]3[N:8]([CH2:9][CH2:10][CH2:11]3)[CH2:7][C:6]=2[CH:16]=1)([CH3:25])([CH3:24])[CH3:23]. The yield is 0.560.